This data is from Forward reaction prediction with 1.9M reactions from USPTO patents (1976-2016). The task is: Predict the product of the given reaction. (1) Given the reactants C(OC([NH:8][C@H:9]([CH2:15][CH:16]1[CH2:21][CH2:20][CH2:19][CH2:18][CH2:17]1)[CH:10]([OH:14])[C:11]([OH:13])=O)=O)(C)(C)C.O.ON1C2C=CC=CC=2N=N1.CN1CCOCC1.C(N=C=NC(C)C)(C)C.Cl.Cl.[CH2:51]([NH:58][NH2:59])[C:52]1[CH:57]=[CH:56][CH:55]=[CH:54][CH:53]=1, predict the reaction product. The product is: [NH2:8][C@H:9]([CH2:15][CH:16]1[CH2:17][CH2:18][CH2:19][CH2:20][CH2:21]1)[CH:10]([OH:14])[C:11]([NH:59][NH:58][CH2:51][C:52]1[CH:57]=[CH:56][CH:55]=[CH:54][CH:53]=1)=[O:13]. (2) Given the reactants C(O[C:6]([C:8]1[N:9]=[CH:10][C:11]2[C:16]([C:17]=1[OH:18])=[CH:15][CH:14]=[C:13]([O:19][C:20]1[CH:25]=[C:24]([O:26][CH3:27])[CH:23]=[C:22]([F:28])[CH:21]=1)[CH:12]=2)=[O:7])CCC.[NH2:29][C@H:30]([C:32]([OH:34])=[O:33])[CH3:31], predict the reaction product. The product is: [F:28][C:22]1[CH:21]=[C:20]([CH:25]=[C:24]([O:26][CH3:27])[CH:23]=1)[O:19][C:13]1[CH:12]=[C:11]2[C:16]([C:17]([OH:18])=[C:8]([C:6]([NH:29][C@@H:30]([CH3:31])[C:32]([OH:34])=[O:33])=[O:7])[N:9]=[CH:10]2)=[CH:15][CH:14]=1. (3) Given the reactants [CH2:1]1[C:9]2[C:4](=[CH:5][C:6]([O:10][C:11]3[CH:18]=[CH:17][C:14]([C:15]#[N:16])=[CH:13][CH:12]=3)=[CH:7][CH:8]=2)[CH2:3][CH2:2]1.C1COCC1.[H-].[Al+3].[Li+].[H-].[H-].[H-].[OH-].[Na+], predict the reaction product. The product is: [CH2:1]1[C:9]2[C:4](=[CH:5][C:6]([O:10][C:11]3[CH:18]=[CH:17][C:14]([CH2:15][NH2:16])=[CH:13][CH:12]=3)=[CH:7][CH:8]=2)[CH2:3][CH2:2]1. (4) The product is: [Na+:27].[F:1][C:2]([F:24])([F:25])[C:3]1[CH:4]=[CH:5][C:6]([O:7][CH:8]([C:12]2[CH:17]=[CH:16][CH:15]=[C:14]([C:18]([F:19])([F:20])[F:21])[CH:13]=2)[C:9]([O-:11])=[O:10])=[CH:22][CH:23]=1. Given the reactants [F:1][C:2]([F:25])([F:24])[C:3]1[CH:23]=[CH:22][C:6]([O:7][CH:8]([C:12]2[CH:17]=[CH:16][CH:15]=[C:14]([C:18]([F:21])([F:20])[F:19])[CH:13]=2)[C:9]([OH:11])=[O:10])=[CH:5][CH:4]=1.[OH-].[Na+:27], predict the reaction product.